This data is from Catalyst prediction with 721,799 reactions and 888 catalyst types from USPTO. The task is: Predict which catalyst facilitates the given reaction. Product: [OH:29][CH2:28][C:24]1[N:23]=[C:22]([CH2:21][NH:20][C:18]([NH:17][CH2:16][C:14]2[CH:13]=[CH:12][CH:11]=[C:10]([CH2:9][OH:8])[N:15]=2)=[O:19])[CH:27]=[CH:26][CH:25]=1. The catalyst class is: 1. Reactant: [Si]([O:8][CH2:9][C:10]1[N:15]=[C:14]([CH2:16][NH:17][C:18]([NH:20][CH2:21][C:22]2[CH:27]=[CH:26][CH:25]=[C:24]([CH2:28][O:29][Si](C(C)(C)C)(C)C)[N:23]=2)=[O:19])[CH:13]=[CH:12][CH:11]=1)(C(C)(C)C)(C)C.